From a dataset of Forward reaction prediction with 1.9M reactions from USPTO patents (1976-2016). Predict the product of the given reaction. (1) Given the reactants [NH2:1][C:2]1[CH:3]=[C:4]([C:12]([O:14][CH3:15])=[O:13])[CH:5]=[C:6]([CH:11]=1)[C:7]([O:9][CH3:10])=[O:8].N1C=CC=CC=1.[CH3:22][S:23](Cl)(=[O:25])=[O:24], predict the reaction product. The product is: [CH3:22][S:23]([NH:1][C:2]1[CH:11]=[C:6]([C:7]([O:9][CH3:10])=[O:8])[CH:5]=[C:4]([CH:3]=1)[C:12]([O:14][CH3:15])=[O:13])(=[O:25])=[O:24]. (2) The product is: [CH3:36][O:37][C:38]1[CH:46]=[CH:45][C:44]([CH3:47])=[CH:43][C:39]=1[C:40]([NH:15][C@H:11]1[CH2:12][CH2:13][CH2:14][C@@H:10]1[NH:9][C:6]1[CH:5]=[N:4][C:3]([C:2]([F:1])([F:16])[F:17])=[CH:8][N:7]=1)=[O:41]. Given the reactants [F:1][C:2]([F:17])([F:16])[C:3]1[N:4]=[CH:5][C:6]([NH:9][C@H:10]2[CH2:14][CH2:13][CH2:12][C@@H:11]2[NH2:15])=[N:7][CH:8]=1.Cl.FC(F)(F)C1N=CC(N[C@H]2CCC[C@@H]2N)=NC=1.[CH3:36][O:37][C:38]1[CH:46]=[CH:45][C:44]([CH3:47])=[CH:43][C:39]=1[C:40](O)=[O:41].N1C2C(=NC=CC=2)N(O)N=1.C(Cl)CCl.C(N(CC)CC)C, predict the reaction product. (3) Given the reactants [NH2:1][C:2]1[N:7]=[C:6]([NH:8][C:9]2[CH:10]=[C:11]([CH:35]=[CH:36][CH:37]=2)[C:12]([NH:14][C:15]2[CH:20]=[CH:19][C:18]([NH:21][C:22]3[C:31]4[C:26](=[CH:27][CH:28]=[C:29]([N+:32]([O-:34])=[O:33])[CH:30]=4)[N:25]=[CH:24][CH:23]=3)=[CH:17][CH:16]=2)=[O:13])[CH:5]=[C:4](C)[N:3]=1.[ClH:39].[NH2:40]C1N=C(NC2C=C(C=CC=2)C(NC2C=CC(N)=CC=2)=O)C=C(C)N=1.[Cl:65]C1C2C(=CC=C([N+]([O-])=O)C=2)N=CC=1.Cl, predict the reaction product. The product is: [ClH:65].[ClH:39].[NH2:1][C:2]1[N:7]=[C:6]([NH:8][C:9]2[CH:10]=[C:11]([CH:35]=[CH:36][CH:37]=2)[C:12]([NH:14][C:15]2[CH:16]=[CH:17][C:18]([NH:21][C:22]3[C:31]4[C:26](=[CH:27][CH:28]=[C:29]([N+:32]([O-:34])=[O:33])[CH:30]=4)[N:25]=[CH:24][CH:23]=3)=[CH:19][CH:20]=2)=[O:13])[CH:5]=[C:4]([NH2:40])[N:3]=1. (4) The product is: [OH:26][C:27]1[CH:28]=[C:29]([C:32]([N+:1]([O-:4])=[O:2])=[CH:33][C:34]=1[O:35][CH3:36])[CH:30]=[O:31]. Given the reactants [N+:1]([O-:4])([O-])=[O:2].[Na+].O.O.O.O.O.O.[N+]([O-])([O-])=O.[La+3].[N+]([O-])([O-])=O.[N+]([O-])([O-])=O.Cl.[OH:26][C:27]1[C:28]([N+]([O-])=O)=[C:29]([CH:32]=[CH:33][C:34]=1[O:35][CH3:36])[CH:30]=[O:31], predict the reaction product. (5) Given the reactants [C:1]([C:3]1[C:4]([NH:26][CH2:27][C:28]2[CH:33]=[CH:32][C:31]([O:34][CH3:35])=[CH:30][C:29]=2[O:36][CH3:37])=[N:5][S:6][C:7]=1[C:8]1[CH:13]=[CH:12][C:11]([NH:14][C:15]([NH:17][C:18]2[CH:23]=[C:22]([CH3:24])[CH:21]=[CH:20][C:19]=2[F:25])=[O:16])=[CH:10][CH:9]=1)#[N:2].C([O-])([O-])=[O:39].[K+].[K+], predict the reaction product. The product is: [CH3:37][O:36][C:29]1[CH:30]=[C:31]([O:34][CH3:35])[CH:32]=[CH:33][C:28]=1[CH2:27][NH:26][C:4]1[C:3]([C:1]([NH2:2])=[O:39])=[C:7]([C:8]2[CH:13]=[CH:12][C:11]([NH:14][C:15]([NH:17][C:18]3[CH:23]=[C:22]([CH3:24])[CH:21]=[CH:20][C:19]=3[F:25])=[O:16])=[CH:10][CH:9]=2)[S:6][N:5]=1. (6) Given the reactants [NH:1]1[C:5]2[CH:6]=[CH:7][CH:8]=[CH:9][C:4]=2[N:3]=[C:2]1[CH2:10][N:11]1[C@@H:24]2[C@@H:15]([CH2:16][CH2:17][C:18]3[C:23]2=[N:22][CH:21]=[CH:20][CH:19]=3)[CH2:14][CH2:13][CH2:12]1.C(=O)([O-])[O-].[K+].[K+].[I-].[K+].Cl.Cl[CH2:35][C:36]1C=CN=[CH:38][CH:37]=1.[CH3:42][N:43]([CH3:46])[CH:44]=O, predict the reaction product. The product is: [CH3:42][N:43]1[CH2:46][CH2:38][CH2:37][CH:36]([CH2:35][N:1]2[C:5]3[CH:6]=[CH:7][CH:8]=[CH:9][C:4]=3[N:3]=[C:2]2[CH2:10][N:11]2[C@@H:24]3[C@@H:15]([CH2:16][CH2:17][C:18]4[C:23]3=[N:22][CH:21]=[CH:20][CH:19]=4)[CH2:14][CH2:13][CH2:12]2)[CH2:44]1. (7) Given the reactants CN(C)/[CH:3]=[CH:4]/[C:5]1[CH:6]=[N:7][CH:8]=[CH:9][C:10]=1[C:11]#[N:12].[BrH:14].C([OH:17])C, predict the reaction product. The product is: [BrH:14].[C:11]1(=[O:17])[C:10]2[C:5](=[CH:6][N:7]=[CH:8][CH:9]=2)[CH:4]=[CH:3][NH:12]1. (8) Given the reactants I[C:2]1[N:11]=[C:10]2[N:4]([CH2:5][CH2:6][C:7]3[CH:23]=[CH:22][CH:21]=[CH:20][C:8]=3[CH:9]2[O:12][CH:13]2[CH2:18][CH2:17][N:16]([CH3:19])[CH2:15][CH2:14]2)[C:3]=1[CH3:24].C([O-])([O-])=O.[K+].[K+].[OH:31][C@H:32]1[CH2:37][CH2:36][C@H:35]([NH:38][C:39]([C:41]2[CH:46]=[CH:45][C:44](B(O)O)=[CH:43][CH:42]=2)=[O:40])[CH2:34][CH2:33]1.O, predict the reaction product. The product is: [OH:31][CH:32]1[CH2:33][CH2:34][CH:35]([NH:38][C:39](=[O:40])[C:41]2[CH:46]=[CH:45][C:44]([C:2]3[N:11]=[C:10]4[N:4]([CH2:5][CH2:6][C:7]5[CH:23]=[CH:22][CH:21]=[CH:20][C:8]=5[CH:9]4[O:12][CH:13]4[CH2:18][CH2:17][N:16]([CH3:19])[CH2:15][CH2:14]4)[C:3]=3[CH3:24])=[CH:43][CH:42]=2)[CH2:36][CH2:37]1.